From a dataset of Full USPTO retrosynthesis dataset with 1.9M reactions from patents (1976-2016). Predict the reactants needed to synthesize the given product. (1) Given the product [CH3:17][C:4]1[CH:5]=[C:6]([B:8]2[O:12][C:11]([CH3:13])([CH3:14])[C:10]([CH3:16])([CH3:15])[O:9]2)[CH:7]=[C:2]([CH3:1])[C:3]=1[O:18][CH2:20][CH2:21][CH3:22], predict the reactants needed to synthesize it. The reactants are: [CH3:1][C:2]1[CH:7]=[C:6]([B:8]2[O:12][C:11]([CH3:14])([CH3:13])[C:10]([CH3:16])([CH3:15])[O:9]2)[CH:5]=[C:4]([CH3:17])[C:3]=1[OH:18].Br[CH2:20][CH2:21][CH3:22].C([O-])([O-])=O.[K+].[K+]. (2) Given the product [Cl:19][C:16]1[CH:17]=[CH:18][C:13]([O:12][C:9]2[CH:10]=[CH:11][C:6]([CH2:5][CH2:4][O:3][C:1]3[NH:2][CH:29]=[C:28]([CH2:33][C:34]4[CH:35]=[N:36][C:37]([O:40][CH3:41])=[N:38][CH:39]=4)[C:27](=[O:26])[N:25]=3)=[CH:7][C:8]=2[F:24])=[CH:14][C:15]=1[C:20]([F:23])([F:21])[F:22], predict the reactants needed to synthesize it. The reactants are: [C:1](=[NH:25])([O:3][CH2:4][CH2:5][C:6]1[CH:11]=[CH:10][C:9]([O:12][C:13]2[CH:18]=[CH:17][C:16]([Cl:19])=[C:15]([C:20]([F:23])([F:22])[F:21])[CH:14]=2)=[C:8]([F:24])[CH:7]=1)[NH2:2].[OH:26]/[CH:27]=[C:28](/[CH2:33][C:34]1[CH:35]=[N:36][C:37]([O:40][CH3:41])=[N:38][CH:39]=1)\[C:29](OC)=O.C([O-])([O-])=O.[K+].[K+]. (3) Given the product [Cl:29][C:26]1[CH:27]=[N:28][C:23]([N:20]2[CH2:19][CH2:18][CH:17]([C@H:15]3[CH2:16][C@H:14]3[CH2:13][CH2:12][N:41]([C:38]3[CH:37]=[CH:36][C:35]([N:33]4[CH:34]=[N:30][N:31]=[CH:32]4)=[CH:40][CH:39]=3)[C:42](=[O:44])[CH3:43])[CH2:22][CH2:21]2)=[N:24][CH:25]=1, predict the reactants needed to synthesize it. The reactants are: CC1C=CC(S(O[CH2:12][CH2:13][C@@H:14]2[CH2:16][C@@H:15]2[CH:17]2[CH2:22][CH2:21][N:20]([C:23]3[N:28]=[CH:27][C:26]([Cl:29])=[CH:25][N:24]=3)[CH2:19][CH2:18]2)(=O)=O)=CC=1.[N:30]1[N:31]=[CH:32][N:33]([C:35]2[CH:40]=[CH:39][C:38]([NH:41][C:42](=[O:44])[CH3:43])=[CH:37][CH:36]=2)[CH:34]=1.C(=O)([O-])[O-].[Cs+].[Cs+].O. (4) Given the product [CH3:29][NH:30][CH2:13][CH2:12][O:11][C:8]1[CH:9]=[CH:10][C:4]2[C:3]([C:19]3[CH:24]=[CH:23][C:22]([C:25]([F:28])([F:27])[F:26])=[CH:21][CH:20]=3)=[C:2]([CH3:1])[S:6][C:5]=2[CH:7]=1, predict the reactants needed to synthesize it. The reactants are: [CH3:1][C:2]1[S:6][C:5]2[CH:7]=[C:8]([O:11][CH2:12][CH2:13]OS(C)(=O)=O)[CH:9]=[CH:10][C:4]=2[C:3]=1[C:19]1[CH:24]=[CH:23][C:22]([C:25]([F:28])([F:27])[F:26])=[CH:21][CH:20]=1.[CH3:29][NH2:30]. (5) Given the product [C:1]([C:3]1[CH:8]=[CH:7][C:6]([N:9]([CH2:14][CH2:15][F:16])[CH2:10][C:11]([NH2:28])=[O:12])=[CH:5][C:4]=1[C:17]([F:20])([F:19])[F:18])#[N:2], predict the reactants needed to synthesize it. The reactants are: [C:1]([C:3]1[CH:8]=[CH:7][C:6]([N:9]([CH2:14][CH2:15][F:16])[CH2:10][C:11](O)=[O:12])=[CH:5][C:4]=1[C:17]([F:20])([F:19])[F:18])#[N:2].C(Cl)(=O)C(Cl)=O.C[N:28](C=O)C.N. (6) Given the product [Br:1][C:2]1[CH:7]=[CH:6][C:5]([CH:8]2[N:27]([C:22]3[CH:23]=[CH:24][CH:25]=[CH:26][C:21]=3[Cl:20])[N:28]=[C:10]([C:11]([F:17])([F:16])[C:12]([F:15])([F:14])[F:13])[CH2:9]2)=[CH:4][CH:3]=1, predict the reactants needed to synthesize it. The reactants are: [Br:1][C:2]1[CH:7]=[CH:6][C:5]([CH:8]=[CH:9][C:10](=O)[C:11]([F:17])([F:16])[C:12]([F:15])([F:14])[F:13])=[CH:4][CH:3]=1.Cl.[Cl:20][C:21]1[CH:26]=[CH:25][CH:24]=[CH:23][C:22]=1[NH:27][NH2:28]. (7) Given the product [CH3:34][O:31][N:32]=[C:2]([C:4]1[CH:27]=[CH:26][C:7]([CH2:8][NH:9][C:10](=[O:25])[CH2:11][CH2:12][C:13]2[CH:18]=[CH:17][C:16]([O:19][CH2:20][C:21]#[CH:22])=[C:15]([O:23][CH3:24])[CH:14]=2)=[CH:6][CH:5]=1)[CH3:1], predict the reactants needed to synthesize it. The reactants are: [CH3:1][C:2]([C:4]1[CH:27]=[CH:26][C:7]([CH2:8][NH:9][C:10](=[O:25])[CH2:11][CH2:12][C:13]2[CH:18]=[CH:17][C:16]([O:19][CH2:20][C:21]#[CH:22])=[C:15]([O:23][CH3:24])[CH:14]=2)=[CH:6][CH:5]=1)=O.Cl.CO[O:31][NH2:32].N1C=CC=C[CH:34]=1.C(O)C.